This data is from Full USPTO retrosynthesis dataset with 1.9M reactions from patents (1976-2016). The task is: Predict the reactants needed to synthesize the given product. Given the product [Br:14][C:15]1[CH:20]=[CH:19][C:18]([N:12]2[C:11]3[CH:10]=[CH:9][CH:8]=[CH:7][C:6]=3[C:5]3[C:13]2=[CH:1][CH:2]=[CH:3][CH:4]=3)=[CH:17][CH:16]=1, predict the reactants needed to synthesize it. The reactants are: [CH:1]1[C:13]2[NH:12][C:11]3[C:6](=[CH:7][CH:8]=[CH:9][CH:10]=3)[C:5]=2[CH:4]=[CH:3][CH:2]=1.[Br:14][C:15]1[CH:20]=[CH:19][C:18](Br)=[CH:17][CH:16]=1.CC(C)([O-])C.[Na+].CC1C=CC=CC=1C.